This data is from Reaction yield outcomes from USPTO patents with 853,638 reactions. The task is: Predict the reaction yield, written as a fraction of the theoretical maximum amount of product (1.0 means a 100% yield; for example, 0.34 means a 34% yield). The reactants are [C:1]1([CH:7]2[S:12][CH2:11][CH2:10][CH2:9][S:8]2)[CH:6]=[CH:5][CH:4]=[CH:3][CH:2]=1.C([Li])CCC.[C:18]([O:22][C:23](=[O:30])[NH:24][C:25]([CH3:29])([CH3:28])[CH:26]=[O:27])([CH3:21])([CH3:20])[CH3:19].C(O)(=O)C. The product is [C:18]([O:22][C:23](=[O:30])[NH:24][C:25]([CH3:29])([CH3:28])[CH:26]([OH:27])[C:7]1([C:1]2[CH:2]=[CH:3][CH:4]=[CH:5][CH:6]=2)[S:8][CH2:9][CH2:10][CH2:11][S:12]1)([CH3:21])([CH3:19])[CH3:20]. The yield is 0.520. The catalyst is C1COCC1.